Dataset: Forward reaction prediction with 1.9M reactions from USPTO patents (1976-2016). Task: Predict the product of the given reaction. (1) Given the reactants CO[CH2:3][CH:4]1[CH2:8][C:7]2[C:9](C3C=CN=CC=3)=[C:10]([CH3:14])[CH:11]=[C:12]([NH2:13])[C:6]=2[O:5]1, predict the reaction product. The product is: [CH3:3][C@H:4]1[CH2:8][C:7]2[CH:9]=[C:10]([CH3:14])[CH:11]=[C:12]([NH2:13])[C:6]=2[O:5]1. (2) Given the reactants [CH3:1][N:2]([CH2:12][C:13]1[CH:14]=[C:15]([C:19]2[CH:20]=[CH:21][C:22]([C:25]#N)=[N:23][CH:24]=2)[CH:16]=[CH:17][CH:18]=1)[CH2:3][CH2:4][CH2:5][C:6]1[CH:11]=[CH:10][CH:9]=[CH:8][CH:7]=1.S(=O)(=O)(O)[OH:28].[CH2:32]([OH:34])[CH3:33], predict the reaction product. The product is: [CH2:32]([O:34][C:25]([C:22]1[CH:21]=[CH:20][C:19]([C:15]2[CH:16]=[CH:17][CH:18]=[C:13]([CH2:12][N:2]([CH3:1])[CH2:3][CH2:4][CH2:5][C:6]3[CH:11]=[CH:10][CH:9]=[CH:8][CH:7]=3)[CH:14]=2)=[CH:24][N:23]=1)=[O:28])[CH3:33]. (3) The product is: [NH2:26][C:4]1[C:3]([C:1]#[N:2])=[C:7]([C:8]2[CH:13]=[CH:12][C:11]([NH:14][C:15]([NH:17][C:18]3[CH:23]=[C:22]([CH3:24])[CH:21]=[CH:20][C:19]=3[F:25])=[O:16])=[CH:10][CH:9]=2)[S:6][N:5]=1. Given the reactants [C:1]([C:3]1[C:4]([NH:26]CC2C=CC(OC)=CC=2OC)=[N:5][S:6][C:7]=1[C:8]1[CH:13]=[CH:12][C:11]([NH:14][C:15]([NH:17][C:18]2[CH:23]=[C:22]([CH3:24])[CH:21]=[CH:20][C:19]=2[F:25])=[O:16])=[CH:10][CH:9]=1)#[N:2].FC(F)(F)C(O)=O.C([O-])([O-])=O.[Na+].[Na+], predict the reaction product. (4) Given the reactants C[C:2]1[C:7]([NH:8][CH2:9][CH2:10][CH2:11][CH2:12][CH2:13][CH2:14][CH2:15][CH2:16][CH2:17][CH2:18][CH2:19][CH3:20])=[CH:6][CH:5]=[CH:4][C:3]=1[O:21]C.B(Br)(Br)Br.[CH2:27](Cl)Cl, predict the reaction product. The product is: [CH2:9]([NH:8][C:7]1[CH:2]=[C:3]([OH:21])[CH:4]=[CH:5][C:6]=1[CH3:27])[CH2:10][CH2:11][CH2:12][CH2:13][CH2:14][CH2:15][CH2:16][CH2:17][CH2:18][CH2:19][CH3:20]. (5) Given the reactants [C:1]([O:4][C@H:5]1[CH2:22][CH2:21][C@@:20]2([CH3:23])[C@@H:7]([CH2:8][CH2:9][C@:10]3([CH3:35])[C@@H:19]2[CH2:18][CH2:17][C@H:16]2[C@@:11]3([CH3:34])[CH2:12][CH2:13][C@@:14]3([C:30]([NH:32][NH2:33])=[O:31])[CH2:26][CH2:25][C@@H:24]([C:27]([CH3:29])=[CH2:28])[C@@H:15]32)[C:6]1([CH3:37])[CH3:36])(=[O:3])[CH3:2].CCN(C(C)C)C(C)C.[C:47](Cl)(=[O:54])[C:48]1[CH:53]=[CH:52][CH:51]=[N:50][CH:49]=1, predict the reaction product. The product is: [C:1]([O:4][C@H:5]1[CH2:22][CH2:21][C@@:20]2([CH3:23])[C@@H:7]([CH2:8][CH2:9][C@:10]3([CH3:35])[C@@H:19]2[CH2:18][CH2:17][C@H:16]2[C@@:11]3([CH3:34])[CH2:12][CH2:13][C@@:14]3([C:30]([NH:32][NH:33][C:47](=[O:54])[C:48]4[CH:53]=[CH:52][CH:51]=[N:50][CH:49]=4)=[O:31])[CH2:26][CH2:25][C@@H:24]([C:27]([CH3:29])=[CH2:28])[C@@H:15]32)[C:6]1([CH3:37])[CH3:36])(=[O:3])[CH3:2]. (6) The product is: [CH2:34]([N:38]1[C:43](=[O:44])[C:42]([CH2:45][NH:11][CH2:14][C:19]#[CH:18])=[CH:41][C:40]([C:51]2[CH:56]=[CH:55][C:54]([S:57][CH3:58])=[CH:53][CH:52]=2)=[N:39]1)[CH:35]([CH3:37])[CH3:36]. Given the reactants C(OC(N1CC[N:11]([C:14]2C(=O)N(CC(C)C)N=[C:18](C3C=CC(C)=C(F)C=3)[C:19]=2C)CC1)=O)(C)(C)C.[CH2:34]([N:38]1[C:43](=[O:44])[C:42]([CH2:45]OS(C)(=O)=O)=[CH:41][C:40]([C:51]2[CH:56]=[CH:55][C:54]([S:57][CH3:58])=[CH:53][CH:52]=2)=[N:39]1)[CH:35]([CH3:37])[CH3:36].C(N)C#C, predict the reaction product. (7) Given the reactants Cl[C:2]1[CH:7]=[C:6]([NH:8][NH2:9])[N:5]=[CH:4][N:3]=1.Cl.[F:11][C:12]1([F:16])[CH2:15][NH:14][CH2:13]1.C(N(C(C)C)C(C)C)C.FC(F)(F)C(O)=O.CN([CH:36]=[C:37]([N:43]1[CH:47]=[C:46]([C:48]#[N:49])[N:45]=[CH:44]1)[C:38](OCC)=[O:39])C, predict the reaction product. The product is: [F:11][C:12]1([F:16])[CH:15]([C:2]2[N:3]=[CH:4][N:5]=[C:6]([N:8]3[C:38](=[O:39])[C:37]([N:43]4[CH:47]=[C:46]([C:48]#[N:49])[N:45]=[CH:44]4)=[CH:36][NH:9]3)[CH:7]=2)[NH:14][CH2:13]1. (8) The product is: [C:1]([C:5]1[CH:27]=[C:8]2[N:9]=[C:10]([CH3:26])[C:11]([CH:14]([CH:19]([CH3:38])[CH2:20][CH3:21])[C:15]([O:17][CH3:18])=[O:16])=[C:12]([C:29]3[CH:30]=[CH:31][C:32]([CH3:35])=[CH:33][CH:34]=3)[N:7]2[N:6]=1)([CH3:4])([CH3:2])[CH3:3]. Given the reactants [C:1]([C:5]1[CH:27]=[C:8]2[N:9]=[C:10]([CH3:26])[C:11]([CH:14]([CH2:19][CH2:20][CH2:21]C(F)(F)F)[C:15]([O:17][CH3:18])=[O:16])=[C:12](Cl)[N:7]2[N:6]=1)([CH3:4])([CH3:3])[CH3:2].B(O)(O)[C:29]1[CH:30]=[CH:31][C:32]([CH3:35])=[CH:33][CH:34]=1.[CH:38](N(C(C)C)CC)(C)C, predict the reaction product. (9) Given the reactants FC(F)(F)C(O)=O.[Cl:8][C:9]1[CH:10]=[CH:11][C:12]([O:23][CH3:24])=[C:13]([C:15]2[CH:20]=[C:19]([NH2:21])[N:18]=[C:17]([NH2:22])[CH:16]=2)[CH:14]=1.[Cl:25][C:26]1[CH:31]=[CH:30][C:29](B(O)O)=[CH:28][CH:27]=1.C(N(CC)CC)C, predict the reaction product. The product is: [Cl:8][C:9]1[CH:10]=[CH:11][C:12]([O:23][CH3:24])=[C:13]([C:15]2[CH:16]=[C:17]([NH2:22])[N:18]=[C:19]([NH:21][C:29]3[CH:30]=[CH:31][C:26]([Cl:25])=[CH:27][CH:28]=3)[CH:20]=2)[CH:14]=1. (10) The product is: [Br:1][CH2:2][CH2:3][O:4][C:5]1[CH:18]=[CH:17][C:8]([C:9]([C:11]2[CH:16]=[CH:15][CH:14]=[CH:13][CH:12]=2)=[C:9]([C:8]2[CH:7]=[CH:6][C:5]([O:4][CH2:3][CH2:2][Br:1])=[CH:18][CH:17]=2)[C:11]2[CH:12]=[CH:13][CH:14]=[CH:15][CH:16]=2)=[CH:7][CH:6]=1. Given the reactants [Br:1][CH2:2][CH2:3][O:4][C:5]1[CH:18]=[CH:17][C:8]([C:9]([C:11]2[CH:16]=[CH:15][CH:14]=[CH:13][CH:12]=2)=O)=[CH:7][CH:6]=1, predict the reaction product.